This data is from Reaction yield outcomes from USPTO patents with 853,638 reactions. The task is: Predict the reaction yield, written as a fraction of the theoretical maximum amount of product (1.0 means a 100% yield; for example, 0.34 means a 34% yield). (1) The reactants are [CH3:1][C:2]1[CH:7]=[CH:6][C:5]([S:8]([NH:11][CH2:12][CH:13]([C:29]2[CH:34]=[CH:33][CH:32]=[CH:31][CH:30]=2)[CH2:14][C:15]([NH:17][C:18]2[CH:28]=[CH:27][C:21]([C:22]([O:24]CC)=[O:23])=[CH:20][CH:19]=2)=[O:16])(=[O:10])=[O:9])=[CH:4][CH:3]=1.[OH-].[Na+]. The catalyst is CO.C1COCC1. The product is [CH3:1][C:2]1[CH:3]=[CH:4][C:5]([S:8]([NH:11][CH2:12][CH:13]([C:29]2[CH:34]=[CH:33][CH:32]=[CH:31][CH:30]=2)[CH2:14][C:15]([NH:17][C:18]2[CH:19]=[CH:20][C:21]([C:22]([OH:24])=[O:23])=[CH:27][CH:28]=2)=[O:16])(=[O:9])=[O:10])=[CH:6][CH:7]=1. The yield is 0.850. (2) The reactants are Br[C:2]1[N:7]2[CH:8]=[C:9]([CH2:11][OH:12])[N:10]=[C:6]2[CH:5]=[CH:4][CH:3]=1.C1(P(C2C=CC=CC=2)C2C=CC3C(=CC=CC=3)C=2C2C3C(=CC=CC=3)C=CC=2P(C2C=CC=CC=2)C2C=CC=CC=2)C=CC=CC=1.C(=O)([O-])[O-].[Cs+].[Cs+].[C:65](=[NH:78])([C:72]1[CH:77]=[CH:76][CH:75]=[CH:74][CH:73]=1)[C:66]1[CH:71]=[CH:70][CH:69]=[CH:68][CH:67]=1. The catalyst is C1(C)C=CC=CC=1.C(OCC)(=O)C.C([O-])(=O)C.[Pd+2].C([O-])(=O)C. The product is [C:66]1([C:65](=[N:78][C:2]2[N:7]3[CH:8]=[C:9]([CH2:11][OH:12])[N:10]=[C:6]3[CH:5]=[CH:4][CH:3]=2)[C:72]2[CH:73]=[CH:74][CH:75]=[CH:76][CH:77]=2)[CH:71]=[CH:70][CH:69]=[CH:68][CH:67]=1. The yield is 0.560. (3) The reactants are C[O:2][C:3]1[C:8]([CH2:9][NH:10]C(=O)OC(C)(C)C)=[C:7]([O:18][CH3:19])[CH:6]=[C:5]([CH3:20])[N:4]=1. The catalyst is Cl.CCO. The product is [NH2:10][CH2:9][C:8]1[C:3]([OH:2])=[N:4][C:5]([CH3:20])=[CH:6][C:7]=1[O:18][CH3:19]. The yield is 0.630. (4) The reactants are [CH:1](=[N:8]/[OH:9])\[C:2]1[CH:7]=[CH:6][CH:5]=[CH:4][CH:3]=1.[Cl:10]N1C(=O)CCC1=O.O. The catalyst is C(Cl)Cl. The product is [Cl:10][C:2]1([CH:7]=[CH:6][CH:5]=[CH:4][CH2:3]1)/[CH:1]=[N:8]/[OH:9]. The yield is 0.850. (5) The reactants are [F:1][C:2]([F:27])([F:26])S(OC1C=C2C([CH:11]([C:18]3[CH:23]=[CH:22][C:21]([Cl:24])=[C:20]([Cl:25])[CH:19]=3)[CH2:12]N(C)C2)=CC=1)(=O)=O.[C:28]([C:30]1[CH:31]=[C:32](B(O)O)[CH:33]=[CH:34][CH:35]=1)#[N:29].[C:39](=O)([O-:41])[O-:40].[Cs+].[Cs+].C[N:46](C)[C:47]1[C:56]2[C:51](=[CH:52][CH:53]=[CH:54][C:55]=2N(C)C)C=CC=1. The catalyst is CN(C)C=O.O.C1C=CC([PH+]([C]2[CH][CH][CH][CH]2)C2C=CC=CC=2)=CC=1.C1C=CC([PH+]([C]2[CH][CH][CH][CH]2)C2C=CC=CC=2)=CC=1.C(Cl)Cl.Cl[Pd]Cl.[Fe]. The product is [F:27][C:2]([F:1])([F:26])[C:39]([OH:41])=[O:40].[Cl:25][C:20]1[CH:19]=[C:18]([CH:11]2[C:35]3[C:30](=[CH:31][C:32]([C:54]4[CH:55]=[C:56]([CH:51]=[CH:52][CH:53]=4)[C:47]#[N:46])=[CH:33][CH:34]=3)[CH2:28][NH:29][CH2:12]2)[CH:23]=[CH:22][C:21]=1[Cl:24]. The yield is 0.330. (6) The reactants are Cl.[C:2]([N:5]1[C:14]2[C:9](=[CH:10][C:11]([Br:15])=[CH:12][CH:13]=2)[C@H:8]([NH2:16])[CH2:7][C@@H:6]1[CH3:17])(=[O:4])[CH3:3].C(N(CC)CC)C.[C:25](O[C:25]([O:27][C:28]([CH3:31])([CH3:30])[CH3:29])=[O:26])([O:27][C:28]([CH3:31])([CH3:30])[CH3:29])=[O:26]. The catalyst is ClCCl. The yield is 0.820. The product is [C:2]([N:5]1[C:14]2[C:9](=[CH:10][C:11]([Br:15])=[CH:12][CH:13]=2)[C@H:8]([NH:16][C:25](=[O:26])[O:27][C:28]([CH3:31])([CH3:30])[CH3:29])[CH2:7][C@@H:6]1[CH3:17])(=[O:4])[CH3:3]. (7) The reactants are [CH3:1][O:2][C:3]1[CH:4]=[C:5]([C:13]([C:15]2[CH:20]=[C:19]([O:21][CH3:22])[C:18]([O:23][CH3:24])=[C:17]([O:25][CH3:26])[CH:16]=2)=O)[CH:6]=[C:7]([O:11][CH3:12])[C:8]=1[O:9][CH3:10].C(OP([CH2:35][C:36]#[N:37])(=O)OCC)C.C[Si]([N-][Si](C)(C)C)(C)C.[K+].O1C2C=CC(C(C3C=C(OC)C=C(OC)C=3)=CC#N)=CC=2OCC1. The catalyst is C1COCC1. The product is [CH3:1][O:2][C:3]1[CH:4]=[C:5]([C:13]([C:15]2[CH:20]=[C:19]([O:21][CH3:22])[C:18]([O:23][CH3:24])=[C:17]([O:25][CH3:26])[CH:16]=2)=[CH:35][C:36]#[N:37])[CH:6]=[C:7]([O:11][CH3:12])[C:8]=1[O:9][CH3:10]. The yield is 0.740. (8) The reactants are C[C:2]([S:7]([CH:10]1[CH2:15][CH2:14][O:13][CH2:12][CH2:11]1)(=[O:9])=[O:8])([CH3:6])[C:3]([OH:5])=O.O=S(Cl)Cl.[NH2:20][C:21]1[O:25][N:24]=[C:23]([C:26]([CH3:30])([CH3:29])[C:27]#[N:28])[CH:22]=1.CCN(C(C)C)C(C)C. The catalyst is C1(C)C=CC=CC=1.N1C=CC=CC=1.O. The product is [C:27]([C:26]([CH3:30])([CH3:29])[C:23]1[CH:22]=[C:21]([NH:20][C:3](=[O:5])[CH:2]([S:7]([CH:10]2[CH2:11][CH2:12][O:13][CH2:14][CH2:15]2)(=[O:8])=[O:9])[CH3:6])[O:25][N:24]=1)#[N:28]. The yield is 0.700.